This data is from Peptide-MHC class II binding affinity with 134,281 pairs from IEDB. The task is: Regression. Given a peptide amino acid sequence and an MHC pseudo amino acid sequence, predict their binding affinity value. This is MHC class II binding data. (1) The peptide sequence is ETAYFILKLAGRWPVKVI. The MHC is DRB5_0101 with pseudo-sequence DRB5_0101. The binding affinity (normalized) is 0.863. (2) The MHC is DRB1_0405 with pseudo-sequence DRB1_0405. The binding affinity (normalized) is 0.384. The peptide sequence is RDHICLLRPLLWDYI. (3) The peptide sequence is AKLMRDIPFRVGAVV. The MHC is DRB1_1602 with pseudo-sequence DRB1_1602. The binding affinity (normalized) is 0.484. (4) The peptide sequence is SEPGKYTAYEGQRVVF. The MHC is HLA-DPA10201-DPB10501 with pseudo-sequence HLA-DPA10201-DPB10501. The binding affinity (normalized) is 0.205. (5) The peptide sequence is RLEFDEFVTLAAKFI. The MHC is HLA-DQA10301-DQB10302 with pseudo-sequence HLA-DQA10301-DQB10302. The binding affinity (normalized) is 0.224.